This data is from NCI-60 drug combinations with 297,098 pairs across 59 cell lines. The task is: Regression. Given two drug SMILES strings and cell line genomic features, predict the synergy score measuring deviation from expected non-interaction effect. (1) Drug 1: CC1=C2C(C(=O)C3(C(CC4C(C3C(C(C2(C)C)(CC1OC(=O)C(C(C5=CC=CC=C5)NC(=O)OC(C)(C)C)O)O)OC(=O)C6=CC=CC=C6)(CO4)OC(=O)C)OC)C)OC. Drug 2: C1C(C(OC1N2C=NC(=NC2=O)N)CO)O. Cell line: 786-0. Synergy scores: CSS=60.3, Synergy_ZIP=8.17, Synergy_Bliss=8.20, Synergy_Loewe=-0.154, Synergy_HSA=10.3. (2) Drug 1: CN(C)C1=NC(=NC(=N1)N(C)C)N(C)C. Synergy scores: CSS=8.45, Synergy_ZIP=12.1, Synergy_Bliss=11.9, Synergy_Loewe=9.81, Synergy_HSA=9.10. Cell line: CCRF-CEM. Drug 2: C1CC(=O)NC(=O)C1N2C(=O)C3=CC=CC=C3C2=O. (3) Synergy scores: CSS=45.3, Synergy_ZIP=-7.01, Synergy_Bliss=-12.2, Synergy_Loewe=-12.3, Synergy_HSA=-7.84. Cell line: U251. Drug 2: CC1C(C(CC(O1)OC2CC(CC3=C2C(=C4C(=C3O)C(=O)C5=C(C4=O)C(=CC=C5)OC)O)(C(=O)C)O)N)O.Cl. Drug 1: CC1=C2C(C(=O)C3(C(CC4C(C3C(C(C2(C)C)(CC1OC(=O)C(C(C5=CC=CC=C5)NC(=O)OC(C)(C)C)O)O)OC(=O)C6=CC=CC=C6)(CO4)OC(=O)C)OC)C)OC. (4) Cell line: MDA-MB-231. Synergy scores: CSS=-14.4, Synergy_ZIP=13.3, Synergy_Bliss=11.0, Synergy_Loewe=-13.3, Synergy_HSA=-12.1. Drug 1: CN(CC1=CN=C2C(=N1)C(=NC(=N2)N)N)C3=CC=C(C=C3)C(=O)NC(CCC(=O)O)C(=O)O. Drug 2: CN1C(=O)N2C=NC(=C2N=N1)C(=O)N. (5) Drug 1: CC1CCC2CC(C(=CC=CC=CC(CC(C(=O)C(C(C(=CC(C(=O)CC(OC(=O)C3CCCCN3C(=O)C(=O)C1(O2)O)C(C)CC4CCC(C(C4)OC)O)C)C)O)OC)C)C)C)OC. Drug 2: C1C(C(OC1N2C=NC3=C2NC=NCC3O)CO)O. Cell line: KM12. Synergy scores: CSS=15.0, Synergy_ZIP=-6.01, Synergy_Bliss=-6.29, Synergy_Loewe=-18.8, Synergy_HSA=-7.21. (6) Cell line: BT-549. Drug 2: C1=CC=C(C=C1)NC(=O)CCCCCCC(=O)NO. Synergy scores: CSS=9.06, Synergy_ZIP=-5.07, Synergy_Bliss=-4.19, Synergy_Loewe=-10.2, Synergy_HSA=-1.02. Drug 1: C1=NC2=C(N=C(N=C2N1C3C(C(C(O3)CO)O)O)F)N. (7) Drug 1: CN(C)N=NC1=C(NC=N1)C(=O)N. Drug 2: CNC(=O)C1=NC=CC(=C1)OC2=CC=C(C=C2)NC(=O)NC3=CC(=C(C=C3)Cl)C(F)(F)F. Cell line: HCT116. Synergy scores: CSS=13.0, Synergy_ZIP=-2.18, Synergy_Bliss=-1.79, Synergy_Loewe=-1.58, Synergy_HSA=-0.745. (8) Drug 1: CC(CN1CC(=O)NC(=O)C1)N2CC(=O)NC(=O)C2. Drug 2: C1=NC2=C(N1)C(=S)N=CN2. Cell line: HT29. Synergy scores: CSS=38.9, Synergy_ZIP=-15.5, Synergy_Bliss=-6.27, Synergy_Loewe=-4.14, Synergy_HSA=-2.24. (9) Drug 1: CC1OCC2C(O1)C(C(C(O2)OC3C4COC(=O)C4C(C5=CC6=C(C=C35)OCO6)C7=CC(=C(C(=C7)OC)O)OC)O)O. Drug 2: CC1CCC2CC(C(=CC=CC=CC(CC(C(=O)C(C(C(=CC(C(=O)CC(OC(=O)C3CCCCN3C(=O)C(=O)C1(O2)O)C(C)CC4CCC(C(C4)OC)O)C)C)O)OC)C)C)C)OC. Cell line: SK-OV-3. Synergy scores: CSS=18.8, Synergy_ZIP=-7.20, Synergy_Bliss=-8.23, Synergy_Loewe=-8.91, Synergy_HSA=-2.60. (10) Drug 1: CC1=C2C(C(=O)C3(C(CC4C(C3C(C(C2(C)C)(CC1OC(=O)C(C(C5=CC=CC=C5)NC(=O)OC(C)(C)C)O)O)OC(=O)C6=CC=CC=C6)(CO4)OC(=O)C)OC)C)OC. Drug 2: C1=CC(=CC=C1C#N)C(C2=CC=C(C=C2)C#N)N3C=NC=N3. Cell line: LOX IMVI. Synergy scores: CSS=38.9, Synergy_ZIP=1.58, Synergy_Bliss=-0.772, Synergy_Loewe=-28.7, Synergy_HSA=1.45.